From a dataset of Reaction yield outcomes from USPTO patents with 853,638 reactions. Predict the reaction yield, written as a fraction of the theoretical maximum amount of product (1.0 means a 100% yield; for example, 0.34 means a 34% yield). The reactants are CN(C(ON1N=NC2C=CC=CC1=2)=[N+](C)C)C.F[P-](F)(F)(F)(F)F.Cl.Cl.[CH3:27][C@H:28]1[C:36]2[C:35]([N:37]3[CH2:42][CH2:41][NH:40][CH2:39][CH2:38]3)=[N:34][CH:33]=[N:32][C:31]=2[CH2:30][CH2:29]1.[C:43]([O:47][C:48]([N:50]([CH:63]([CH3:65])[CH3:64])[CH2:51][C@H:52]([C:56]1[CH:61]=[CH:60][C:59]([Cl:62])=[CH:58][CH:57]=1)[C:53](O)=[O:54])=[O:49])([CH3:46])([CH3:45])[CH3:44].CCN(C(C)C)C(C)C.C([O-])([O-])=O.[Na+].[Na+]. The catalyst is C(Cl)Cl.CC(=O)OCC. The product is [Cl:62][C:59]1[CH:60]=[CH:61][C:56]([C@H:52]([C:53]([N:40]2[CH2:41][CH2:42][N:37]([C:35]3[C:36]4[C@H:28]([CH3:27])[CH2:29][CH2:30][C:31]=4[N:32]=[CH:33][N:34]=3)[CH2:38][CH2:39]2)=[O:54])[CH2:51][N:50]([CH:63]([CH3:64])[CH3:65])[C:48](=[O:49])[O:47][C:43]([CH3:45])([CH3:44])[CH3:46])=[CH:57][CH:58]=1. The yield is 1.01.